From a dataset of Full USPTO retrosynthesis dataset with 1.9M reactions from patents (1976-2016). Predict the reactants needed to synthesize the given product. (1) Given the product [Cl:1][C:2]1[CH:7]=[N:6][C:5]([O:8][C:9]2[CH:10]=[CH:11][C:12]([F:15])=[CH:13][CH:14]=2)=[C:4]([CH:3]=1)[C:16]([NH:18][C@H:19]([C:21]1[CH:29]=[CH:28][C:24]([C:25]([NH:40][S:37]([C:32]2[CH:33]=[CH:34][CH:35]=[CH:36][C:31]=2[Cl:30])(=[O:39])=[O:38])=[O:27])=[CH:23][CH:22]=1)[CH3:20])=[O:17], predict the reactants needed to synthesize it. The reactants are: [Cl:1][C:2]1[CH:3]=[C:4]([C:16]([NH:18][C@H:19]([C:21]2[CH:29]=[CH:28][C:24]([C:25]([OH:27])=O)=[CH:23][CH:22]=2)[CH3:20])=[O:17])[C:5]([O:8][C:9]2[CH:14]=[CH:13][C:12]([F:15])=[CH:11][CH:10]=2)=[N:6][CH:7]=1.[Cl:30][C:31]1[CH:36]=[CH:35][CH:34]=[CH:33][C:32]=1[S:37]([NH2:40])(=[O:39])=[O:38]. (2) Given the product [CH2:1]([O:8][C:9]1[CH:28]=[CH:27][C:12]([CH2:13][N:14]2[C:22]3[CH:21]=[CH:20][CH:19]=[C:18]([C:23]([OH:25])=[O:24])[C:17]=3[CH:16]=[CH:15]2)=[CH:11][C:10]=1[CH:29]([CH3:31])[CH3:30])[C:2]1[CH:3]=[CH:4][CH:5]=[CH:6][CH:7]=1, predict the reactants needed to synthesize it. The reactants are: [CH2:1]([O:8][C:9]1[CH:28]=[CH:27][C:12]([CH2:13][N:14]2[C:22]3[CH:21]=[CH:20][CH:19]=[C:18]([C:23]([O:25]C)=[O:24])[C:17]=3[CH:16]=[CH:15]2)=[CH:11][C:10]=1[CH:29]([CH3:31])[CH3:30])[C:2]1[CH:7]=[CH:6][CH:5]=[CH:4][CH:3]=1.[OH-].[Na+]. (3) The reactants are: Br[C:2]1[CH:10]=[CH:9][C:8]2[N:7]3[CH2:11][CH2:12][C:13](=[CH:14][C:15]([O:17][C:18]([CH3:21])([CH3:20])[CH3:19])=[O:16])[C:6]3=[CH:5][C:4]=2[CH:3]=1.C([O-])(=O)C.[K+].[CH3:27][C:28]1([CH3:44])[C:32]([CH3:34])([CH3:33])[O:31][B:30]([B:30]2[O:31][C:32]([CH3:34])([CH3:33])[C:28]([CH3:44])([CH3:27])[O:29]2)[O:29]1. Given the product [CH3:27][C:28]1([CH3:44])[C:32]([CH3:34])([CH3:33])[O:31][B:30]([C:2]2[CH:10]=[CH:9][C:8]3[N:7]4[CH2:11][CH2:12][C:13](=[CH:14][C:15]([O:17][C:18]([CH3:21])([CH3:20])[CH3:19])=[O:16])[C:6]4=[CH:5][C:4]=3[CH:3]=2)[O:29]1, predict the reactants needed to synthesize it. (4) Given the product [CH2:14]([NH:16][C:5](=[O:7])[C:4]1[CH:8]=[CH:9][C:10]([N+:11]([O-:13])=[O:12])=[C:2]([OH:1])[CH:3]=1)[CH3:15], predict the reactants needed to synthesize it. The reactants are: [OH:1][C:2]1[CH:3]=[C:4]([CH:8]=[CH:9][C:10]=1[N+:11]([O-:13])=[O:12])[C:5]([OH:7])=O.[CH2:14]([NH2:16])[CH3:15].C1C=CC2N(O)N=NC=2C=1.CCN=C=NCCCN(C)C. (5) Given the product [CH2:1]([O:8][C:9]([N:11]1[CH2:15][CH2:14][CH:13]([CH2:16][NH:17][C:20]2[C:29]3[C:24](=[N:25][CH:26]=[CH:27][N:28]=3)[N:23]=[CH:22][N:21]=2)[CH2:12]1)=[O:10])[C:2]1[CH:7]=[CH:6][CH:5]=[CH:4][CH:3]=1, predict the reactants needed to synthesize it. The reactants are: [CH2:1]([O:8][C:9]([N:11]1[CH2:15][CH2:14][CH:13]([CH2:16][NH2:17])[CH2:12]1)=[O:10])[C:2]1[CH:7]=[CH:6][CH:5]=[CH:4][CH:3]=1.CS[C:20]1[C:29]2[C:24](=[N:25][CH:26]=[CH:27][N:28]=2)[N:23]=[CH:22][N:21]=1. (6) The reactants are: [CH:1]1([C:4]([N:6]2[CH2:10][CH2:9][C@@H:8]([CH2:11][NH2:12])[CH2:7]2)=[O:5])[CH2:3][CH2:2]1.C1N=CN([C:18](N2C=NC=C2)=[O:19])C=1.[Br:25][C:26]1[CH:35]=[CH:34][C:29]([C:30]([NH:32][NH2:33])=[O:31])=[CH:28][CH:27]=1.C1COCC1. Given the product [Br:25][C:26]1[CH:35]=[CH:34][C:29]([C:30]([NH:32][NH:33][C:18]([NH:12][CH2:11][C@@H:8]2[CH2:9][CH2:10][N:6]([C:4]([CH:1]3[CH2:2][CH2:3]3)=[O:5])[CH2:7]2)=[O:19])=[O:31])=[CH:28][CH:27]=1, predict the reactants needed to synthesize it. (7) Given the product [C:1]([C:5]1[C:9]([CH2:10][N:30]([CH3:31])[CH3:29])=[CH:8][N:7]([CH2:12][C:13]([NH:15][C:16]2[S:20][C:19]3[CH2:21][CH2:22][CH2:23][CH2:24][C:18]=3[C:17]=2[C:25]([NH2:27])=[O:26])=[O:14])[N:6]=1)([CH3:3])([CH3:2])[CH3:4], predict the reactants needed to synthesize it. The reactants are: [C:1]([C:5]1[C:9]([CH:10]=O)=[CH:8][N:7]([CH2:12][C:13]([NH:15][C:16]2[S:20][C:19]3[CH2:21][CH2:22][CH2:23][CH2:24][C:18]=3[C:17]=2[C:25]([NH2:27])=[O:26])=[O:14])[N:6]=1)([CH3:4])([CH3:3])[CH3:2].Cl.[CH3:29][NH:30][CH3:31].CN(C=O)C.C(O[BH-](OC(=O)C)OC(=O)C)(=O)C.[Na+].